This data is from Human liver microsome stability data. The task is: Regression/Classification. Given a drug SMILES string, predict its absorption, distribution, metabolism, or excretion properties. Task type varies by dataset: regression for continuous measurements (e.g., permeability, clearance, half-life) or binary classification for categorical outcomes (e.g., BBB penetration, CYP inhibition). Dataset: hlm. (1) The compound is CC1(n2cnc3cnc4[nH]ccc4c32)CCN(Cc2cncnc2)CC1. The result is 0 (unstable in human liver microsomes). (2) The drug is O=C(COCCCc1ccccc1)N[C@H]1CC[C@H](O)CC1. The result is 0 (unstable in human liver microsomes). (3) The compound is CNC(=O)c1cc(Oc2ccc(NC(=O)Nc3ccc(Cl)c(C(F)(F)F)c3)cc2)ccn1. The result is 0 (unstable in human liver microsomes). (4) The molecule is N#Cc1cc(OC(F)(F)F)cc(-c2nc(-c3ccc4[nH]c5c(c4c3)CCC5CC(=O)O)no2)c1. The result is 0 (unstable in human liver microsomes). (5) The compound is CC#C[C@@H](Cc1nn[nH]n1)c1ccc(OCc2ccc3scc(C4CCCCC4)c3c2)cc1. The result is 1 (stable in human liver microsomes). (6) The drug is COc1cc(-c2cncc(-c3ccc(N4CCNCC4)cc3)c2C)cc(OC)c1F. The result is 0 (unstable in human liver microsomes). (7) The result is 0 (unstable in human liver microsomes). The molecule is CN(C)CC(C)(C)Cn1c(CC(C)(C)C)nc2cc(/C=C/C(=O)NO)ccc21.